From a dataset of Forward reaction prediction with 1.9M reactions from USPTO patents (1976-2016). Predict the product of the given reaction. (1) The product is: [CH3:14][N:16]([CH3:19])[S:23]([NH:22][N:1]1[CH2:2][CH2:3][NH:4][CH2:5][CH2:6]1)(=[O:25])=[O:24]. Given the reactants [N:1]1(C(OC(C)(C)C)=O)[CH2:6][CH2:5][NH:4][CH2:3][CH2:2]1.[CH2:14]([N:16]([CH2:19]C)CC)C.C[N:22](C)[S:23](Cl)(=[O:25])=[O:24].FC(F)(F)C(O)=O.[OH-].[Na+], predict the reaction product. (2) Given the reactants Cl.[C:2]1([C@@H:14]2[CH2:18][CH2:17][C@H:16]([NH2:19])[CH2:15]2)[N:6]2[C:7]3[CH:13]=[CH:12][NH:11][C:8]=3[N:9]=[CH:10][C:5]2=[N:4][N:3]=1.Cl[C:21]1[CH:28]=[CH:27][C:24]([C:25]#[N:26])=[CH:23][N:22]=1, predict the reaction product. The product is: [C:2]1([C@@H:14]2[CH2:18][CH2:17][C@H:16]([NH:19][C:21]3[CH:28]=[CH:27][C:24]([C:25]#[N:26])=[CH:23][N:22]=3)[CH2:15]2)[N:6]2[C:7]3[CH:13]=[CH:12][NH:11][C:8]=3[N:9]=[CH:10][C:5]2=[N:4][N:3]=1. (3) Given the reactants [CH3:1][C:2]([CH3:17])([CH3:16])[C:3]([NH:5][C:6]1[CH:11]=[CH:10][C:9]([N+:12]([O-:14])=[O:13])=[CH:8][C:7]=1[CH3:15])=O.S(Cl)(Cl)=O.[CH2:22]([NH:26][CH2:27][CH:28]([CH3:30])[CH3:29])[CH:23]([CH3:25])[CH3:24], predict the reaction product. The product is: [CH2:22]([N:26]([CH2:27][CH:28]([CH3:30])[CH3:29])[C:3](=[N:5][C:6]1[CH:11]=[CH:10][C:9]([N+:12]([O-:14])=[O:13])=[CH:8][C:7]=1[CH3:15])[C:2]([CH3:17])([CH3:16])[CH3:1])[CH:23]([CH3:25])[CH3:24]. (4) Given the reactants Cl[CH2:2]Cl.[C:4](Cl)(=[O:6])[CH3:5].[CH:8]([N:11](CC)C(C)C)(C)[CH3:9].[H-].[Na+].[C:19]1([CH3:25])[CH:24]=[CH:23][CH:22]=[CH:21][CH:20]=1, predict the reaction product. The product is: [C:4]([N:11]1[C:24]2[C:19](=[CH:20][CH:21]=[CH:22][CH:23]=2)[C:25]([CH3:2])=[CH:9][CH2:8]1)(=[O:6])[CH3:5]. (5) Given the reactants FC(F)(F)C(O)=O.[CH3:8][S:9]([C:12]1[CH:27]=[CH:26][C:15]2[N:16]([CH:20]3[CH2:25][CH2:24][NH:23][CH2:22][CH2:21]3)[C:17](=[O:19])[NH:18][C:14]=2[CH:13]=1)(=[O:11])=[O:10].C(N(CC)CC)C.Cl[CH2:36][C:37]([N:39]1[CH2:44][CH2:43][C:42]([CH3:46])([CH3:45])[CH2:41][CH2:40]1)=[O:38], predict the reaction product. The product is: [CH3:45][C:42]1([CH3:46])[CH2:41][CH2:40][N:39]([C:37](=[O:38])[CH2:36][N:23]2[CH2:22][CH2:21][CH:20]([N:16]3[C:15]4[CH:26]=[CH:27][C:12]([S:9]([CH3:8])(=[O:10])=[O:11])=[CH:13][C:14]=4[NH:18][C:17]3=[O:19])[CH2:25][CH2:24]2)[CH2:44][CH2:43]1. (6) Given the reactants [C:1]1([C:7]2[N:8]=[C:9]3[CH:14]=[CH:13][C:12]([C:15]([O:17][CH3:18])=[O:16])=[CH:11][N:10]3[CH:19]=2)[CH:6]=[CH:5][CH:4]=[CH:3][CH:2]=1.Cl, predict the reaction product. The product is: [C:1]1([C:7]2[N:8]=[C:9]3[CH2:14][CH2:13][CH:12]([C:15]([O:17][CH3:18])=[O:16])[CH2:11][N:10]3[CH:19]=2)[CH:2]=[CH:3][CH:4]=[CH:5][CH:6]=1. (7) Given the reactants [CH3:1][O:2][C:3]([C:5]1[S:27][C:8]2[N:9]=[CH:10][N:11]=[C:12]([NH:13][C:14]3[CH:19]=[CH:18][C:17]([F:20])=[CH:16][C:15]=3[O:21][CH:22]([C:24](O)=[O:25])[CH3:23])[C:7]=2[C:6]=1[CH3:28])=[O:4].CN(C(ON1N=NC2C=CC=CC1=2)=[N+](C)C)C.[B-](F)(F)(F)F.[NH2:51][CH2:52][CH2:53][CH2:54][NH:55][C:56](=[O:62])[O:57][C:58]([CH3:61])([CH3:60])[CH3:59], predict the reaction product. The product is: [CH3:1][O:2][C:3]([C:5]1[S:27][C:8]2[N:9]=[CH:10][N:11]=[C:12]([NH:13][C:14]3[CH:19]=[CH:18][C:17]([F:20])=[CH:16][C:15]=3[O:21][CH:22]([C:24](=[O:25])[NH:51][CH2:52][CH2:53][CH2:54][NH:55][C:56]([O:57][C:58]([CH3:59])([CH3:61])[CH3:60])=[O:62])[CH3:23])[C:7]=2[C:6]=1[CH3:28])=[O:4]. (8) Given the reactants I[C:2]1[N:6]([CH3:7])[CH:5]=[N:4][CH:3]=1.C([Mg]Br)C.[Cl:12][C:13]1[N:18]=[C:17](Cl)[CH:16]=[CH:15][N:14]=1, predict the reaction product. The product is: [Cl:12][C:13]1[N:18]=[C:17]([C:2]2[N:6]([CH3:7])[CH:5]=[N:4][CH:3]=2)[CH:16]=[CH:15][N:14]=1. (9) Given the reactants [CH3:1][C:2]1[N:6]([CH2:7][CH:8]2[C:21](=O)[C:12]3[C:13]4[CH:14]=[CH:15][CH:16]=[CH:17][C:18]=4[N:19]([CH3:20])[C:11]=3[CH2:10][CH2:9]2)[CH:5]=[CH:4][N:3]=1.Cl.CO.Cl.[NH2:27][OH:28], predict the reaction product. The product is: [CH3:20][N:19]1[C:11]2[CH2:10][CH2:9][CH:8]([CH2:7][N:6]3[CH:5]=[CH:4][N:3]=[C:2]3[CH3:1])/[C:21](=[N:27]\[OH:28])/[C:12]=2[C:13]2[C:18]1=[CH:17][CH:16]=[CH:15][CH:14]=2. (10) Given the reactants C(=O)([O-])[O-].[Cs+].[Cs+].[CH3:7][O:8][C:9](=[O:29])[C:10]1[CH:15]=[CH:14][C:13]([C:16]2[O:17][C:18]([CH:21]=[C:22]3[S:26][C:25](=[O:27])[NH:24][C:23]3=[O:28])=[CH:19][CH:20]=2)=[CH:12][CH:11]=1.[CH:30]1([CH2:33]Br)[CH2:32][CH2:31]1, predict the reaction product. The product is: [CH3:7][O:8][C:9](=[O:29])[C:10]1[CH:11]=[CH:12][C:13]([C:16]2[O:17][C:18]([CH:21]=[C:22]3[S:26][C:25](=[O:27])[N:24]([CH2:33][CH:30]4[CH2:32][CH2:31]4)[C:23]3=[O:28])=[CH:19][CH:20]=2)=[CH:14][CH:15]=1.